From a dataset of Peptide-MHC class II binding affinity with 134,281 pairs from IEDB. Regression. Given a peptide amino acid sequence and an MHC pseudo amino acid sequence, predict their binding affinity value. This is MHC class II binding data. (1) The peptide sequence is GELQIVDKIHAAFKI. The MHC is DRB1_0802 with pseudo-sequence DRB1_0802. The binding affinity (normalized) is 0.467. (2) The peptide sequence is KEDFLGSLVKEIPPRLLYAK. The MHC is DRB1_0802 with pseudo-sequence DRB1_0802. The binding affinity (normalized) is 0.540. (3) The peptide sequence is RNIENSFGNQELLRL. The MHC is DRB1_0101 with pseudo-sequence DRB1_0101. The binding affinity (normalized) is 0.602.